From a dataset of Reaction yield outcomes from USPTO patents with 853,638 reactions. Predict the reaction yield, written as a fraction of the theoretical maximum amount of product (1.0 means a 100% yield; for example, 0.34 means a 34% yield). (1) The reactants are [Cl:1][C:2]1[CH:10]=[CH:9][C:5]([C:6](O)=[O:7])=[CH:4][N:3]=1.Cl.[CH3:12]OCN.C(Cl)CCl.C1C=C[C:23]2[N:28]([OH:29])N=NC=2C=1. The catalyst is C(#N)C. The product is [Cl:1][C:2]1[CH:10]=[CH:9][C:5]([C:6]([N:28]([O:29][CH3:12])[CH3:23])=[O:7])=[CH:4][N:3]=1. The yield is 0.930. (2) The reactants are [C:1]([C:3]1[CH:8]=[CH:7][CH:6]=[CH:5][C:4]=1[C:9]1[CH:14]=[CH:13][C:12]([CH2:15][CH:16]([C:22](=O)[CH2:23][CH2:24][CH3:25])[C:17](OCC)=[O:18])=[CH:11][CH:10]=1)#[N:2].[CH3:27][O:28][CH:29]1[CH2:34][CH2:33][CH2:32][CH2:31][CH:30]1[NH:35][C:36]1[NH:40][C:39]([CH3:41])=[N:38][N:37]=1. No catalyst specified. The product is [CH3:27][O:28][CH:29]1[CH2:34][CH2:33][CH2:32][CH2:31][CH:30]1[N:35]1[C:17](=[O:18])[C:16]([CH2:15][C:12]2[CH:13]=[CH:14][C:9]([C:4]3[C:3]([C:1]#[N:2])=[CH:8][CH:7]=[CH:6][CH:5]=3)=[CH:10][CH:11]=2)=[C:22]([CH2:23][CH2:24][CH3:25])[N:37]2[N:38]=[C:39]([CH3:41])[N:40]=[C:36]12. The yield is 0.460. (3) The reactants are [F:1][C:2]1[CH:3]=[C:4]([CH:6]=[CH:7][CH:8]=1)[NH2:5].C[Al](C)C.O1CCCC1.C([O:20][C:21]([C:23]1[NH:24][C:25]2[C:30]([CH:31]=1)=[CH:29][C:28]([CH:32]1[CH2:37][CH2:36][N:35]([CH:38]([CH3:40])[CH3:39])[CH2:34][CH2:33]1)=[CH:27][CH:26]=2)=O)C. The catalyst is O1CCOCC1. The product is [F:1][C:2]1[CH:3]=[C:4]([NH:5][C:21]([C:23]2[NH:24][C:25]3[C:30]([CH:31]=2)=[CH:29][C:28]([CH:32]2[CH2:37][CH2:36][N:35]([CH:38]([CH3:40])[CH3:39])[CH2:34][CH2:33]2)=[CH:27][CH:26]=3)=[O:20])[CH:6]=[CH:7][CH:8]=1. The yield is 0.280. (4) The reactants are C1C(=O)N([Br:8])C(=O)C1.CN(C=O)C.[CH3:14][C:15]1[CH:20]=[CH:19][C:18]([CH3:21])=[CH:17][C:16]=1[O:22][CH3:23].O. The catalyst is CCCCCCC. The product is [Br:8][C:19]1[C:18]([CH3:21])=[CH:17][C:16]([O:22][CH3:23])=[C:15]([CH3:14])[CH:20]=1. The yield is 0.979.